This data is from Forward reaction prediction with 1.9M reactions from USPTO patents (1976-2016). The task is: Predict the product of the given reaction. (1) Given the reactants [CH3:1][S:2][C:3]1[S:4][C:5]2[CH:11]=[C:10]([CH2:12]O)[CH:9]=[CH:8][C:6]=2[N:7]=1.CCN(C(C)C)C(C)C.CS([Cl:27])(=O)=O.O, predict the reaction product. The product is: [Cl:27][CH2:12][C:10]1[CH:9]=[CH:8][C:6]2[N:7]=[C:3]([S:2][CH3:1])[S:4][C:5]=2[CH:11]=1. (2) Given the reactants [CH2:1](OC1N=C(O)C2C(=CC=C(I)C=2)N=1)[CH3:2].C1C=CC(P(C2C=CC=CC=2)C2C=CC=CC=2)=CC=1.CCOC(/N=N/C(OCC)=O)=O.[CH2:47]([O:49][C:50]1[N:59]=[C:58]([O:60][C@H:61]2[CH2:65][N:64]([C:66]([O:68][C:69]([CH3:72])([CH3:71])[CH3:70])=[O:67])[C@H:63]([C:73]([O:75][CH3:76])=[O:74])[CH2:62]2)[C:57]2[C:52](=[CH:53][CH:54]=[C:55](I)[CH:56]=2)[N:51]=1)[CH3:48].C([B-](F)(F)F)=C.[K+], predict the reaction product. The product is: [CH2:47]([O:49][C:50]1[N:59]=[C:58]([O:60][C@H:61]2[CH2:65][N:64]([C:66]([O:68][C:69]([CH3:72])([CH3:71])[CH3:70])=[O:67])[C@H:63]([C:73]([O:75][CH3:76])=[O:74])[CH2:62]2)[C:57]2[C:52](=[CH:53][CH:54]=[C:55]([CH:1]=[CH2:2])[CH:56]=2)[N:51]=1)[CH3:48].